This data is from CYP3A4 inhibition data for predicting drug metabolism from PubChem BioAssay. The task is: Regression/Classification. Given a drug SMILES string, predict its absorption, distribution, metabolism, or excretion properties. Task type varies by dataset: regression for continuous measurements (e.g., permeability, clearance, half-life) or binary classification for categorical outcomes (e.g., BBB penetration, CYP inhibition). Dataset: cyp3a4_veith. (1) The compound is O=C(NCc1ccccc1)c1sc(=S)n2c1[nH]c(=O)c1ccccc12. The result is 1 (inhibitor). (2) The drug is Cc1cc2ncn(CC(=O)O)c2cc1C. The result is 0 (non-inhibitor). (3) The drug is O=S(=O)(C[C@H](O)C(Cl)(Cl)Cl)NNc1ccccc1. The result is 0 (non-inhibitor). (4) The molecule is CCC/C=C(\CCC)C(NC(=O)c1cccs1)c1ccc(C(=O)OC)cc1. The result is 1 (inhibitor). (5) The molecule is Cc1cc(Cc2c(C)c(C)c(Cc3cc(C)cc(C(C)(C)C)c3O)c(C)c2C)c(O)c(C(C)(C)C)c1. The result is 0 (non-inhibitor). (6) The drug is CCCn1nc2cc(C(=O)NCc3ccc(C)cc3)ccc2c1OCC. The result is 0 (non-inhibitor). (7) The drug is CN(C)Cc1cc(C(=O)O)cc(CN(C)C)c1O. The result is 0 (non-inhibitor). (8) The molecule is CN(C)CC(O)COc1cccc(OCC(O)CN(C)C)c1.Cl. The result is 0 (non-inhibitor). (9) The compound is O=C(Nc1nc(-c2ccccc2)cs1)c1cccc([N+](=O)[O-])c1. The result is 1 (inhibitor). (10) The compound is COc1cc(NC(=O)c2ccccc2Cl)ccc1NC(=O)c1ccco1. The result is 1 (inhibitor).